Dataset: Reaction yield outcomes from USPTO patents with 853,638 reactions. Task: Predict the reaction yield, written as a fraction of the theoretical maximum amount of product (1.0 means a 100% yield; for example, 0.34 means a 34% yield). (1) The reactants are [CH:1]1[C:10]2[CH2:9][CH2:8][CH2:7][CH2:6][C:5]=2[CH:4]=[C:3]([CH2:11][OH:12])[N:2]=1. The catalyst is [O-2].[O-2].[Mn+4].C(Cl)Cl. The product is [CH:1]1[C:10]2[CH2:9][CH2:8][CH2:7][CH2:6][C:5]=2[CH:4]=[C:3]([CH:11]=[O:12])[N:2]=1. The yield is 0.770. (2) The reactants are [F:1][C:2]1[CH:7]=[CH:6][CH:5]=[C:4]([F:8])[C:3]=1[N:9]1[C:14]2[N:15]=[C:16](S(C)=O)[N:17]=[C:18]([C:19]3[CH:20]=[C:21]([CH:28]=[CH:29][C:30]=3[CH3:31])[C:22]([NH:24][CH:25]([CH3:27])[CH3:26])=[O:23])[C:13]=2[CH2:12][NH:11][C:10]1=[O:35].[N:36]1([CH:42]2[CH2:47][CH2:46][NH:45][CH2:44][CH2:43]2)[CH2:41][CH2:40][CH2:39][CH2:38][CH2:37]1. The catalyst is C(Cl)Cl. The product is [N:36]1([CH:42]2[CH2:47][CH2:46][N:45]([C:16]3[N:17]=[C:18]([C:19]4[CH:20]=[C:21]([CH:28]=[CH:29][C:30]=4[CH3:31])[C:22]([NH:24][CH:25]([CH3:27])[CH3:26])=[O:23])[C:13]4[CH2:12][NH:11][C:10](=[O:35])[N:9]([C:3]5[C:2]([F:1])=[CH:7][CH:6]=[CH:5][C:4]=5[F:8])[C:14]=4[N:15]=3)[CH2:44][CH2:43]2)[CH2:41][CH2:40][CH2:39][CH2:38][CH2:37]1. The yield is 0.190. (3) The reactants are [Br:1][C:2]1[NH:6][C:5]([C@@H:7]2[CH2:11][C@H:10]([CH3:12])[CH2:9][N:8]2[C:13]([O:15]C(C)(C)C)=O)=[N:4][CH:3]=1.[CH3:20][O:21][C:22]([NH:24][C@@H:25]([C@@H:29]([CH3:32])[CH2:30][CH3:31])C(O)=O)=[O:23].CN(C(ON1N=NC2C=CC=NC1=2)=[N+](C)C)C.F[P-](F)(F)(F)(F)F.CCN(C(C)C)C(C)C.C([O-])(O)=O.[Na+]. The catalyst is Cl.CCO.CN(C=O)C. The product is [Br:1][C:2]1[NH:6][C:5]([C@@H:7]2[CH2:11][C@H:10]([CH3:12])[CH2:9][N:8]2[C:13](=[O:15])[C@@H:25]([NH:24][C:22](=[O:23])[O:21][CH3:20])[C@@H:29]([CH3:32])[CH2:30][CH3:31])=[N:4][CH:3]=1. The yield is 0.810.